Regression. Given a target protein amino acid sequence and a drug SMILES string, predict the binding affinity score between them. We predict pIC50 (pIC50 = -log10(IC50 in M); higher means more potent). Dataset: bindingdb_ic50. From a dataset of Drug-target binding data from BindingDB using IC50 measurements. The compound is O=C(Nc1ccc2c(C(=O)c3ccccc3)c(O)n(O)c2c1)c1ccc2ccccc2c1. The target protein (Q9QLI9) has sequence MDTFITKNFQTTIIQKAKNTMAEFSEDPELQPAVLFNICVHLEVCYVISDMNFLDEEGKTYTALEGQGKEQNLRPQYEVIEGMPRNIAWMVQRSLAQEHGIETPRYLADLFDYKTKRFIEVGITKGLADDYFWKKKEKLGNSMELMIFSYNQDYSLSDESSLDEEGKGRVLSRLTELQAELSLKNLWQVLIGEEEIEKGIDFKLGQTISKLRNISVPAGFSNFEGMRSYIDNIDPKGAIERNLARMSPLVSVTPKKLKWEDLRPIGPHIYNHELPEVPYNAFLLMSDELGLANMTEGKSKKPKTLAKECLERYSTLRDQTDPILIMKSEKANENFLWRLWRDCVNTISNEETGNELQKTNYAKWATGDGLTYQKIMKEVAIDDETMYQEEPKIPNKCRVAAWVQAEMNLLSTLTSKRALDLPEIGPDVAPVEHVGSERRKYFVNEINYCKASTVMMKYVLFHTSLLNESNASMGKYKVIPITNRVVNEKGESFDMLYGLA.... The pIC50 is 4.5.